This data is from Forward reaction prediction with 1.9M reactions from USPTO patents (1976-2016). The task is: Predict the product of the given reaction. (1) The product is: [Br:19][C:2]1[CH:11]=[CH:10][C:9]2[N:8]=[CH:7][CH:6]=[CH:5][C:4]=2[C:3]=1[C:12]#[N:13]. Given the reactants N[C:2]1[CH:11]=[CH:10][C:9]2[N:8]=[CH:7][CH:6]=[CH:5][C:4]=2[C:3]=1[C:12]#[N:13].N([O-])=O.[Na+].O.[Br-:19], predict the reaction product. (2) Given the reactants [Cl:1][C:2]1[CH:7]=[CH:6][C:5]([CH:8]([C:20]2[CH:25]=[CH:24][C:23]([Cl:26])=[CH:22][CH:21]=2)[C:9]2[CH:10]=[C:11]3[C:16](=[CH:17][CH:18]=2)[N:15]=[CH:14][N:13]=[C:12]3Cl)=[CH:4][CH:3]=1.[NH2:27][CH:28]1[CH2:33][CH2:32][C:31]([C:36]2[CH:41]=[CH:40][CH:39]=[CH:38][CH:37]=2)([C:34]#[N:35])[CH2:30][CH2:29]1.CC(O)C, predict the reaction product. The product is: [Cl:1][C:2]1[CH:7]=[CH:6][C:5]([CH:8]([C:20]2[CH:25]=[CH:24][C:23]([Cl:26])=[CH:22][CH:21]=2)[C:9]2[CH:10]=[C:11]3[C:16](=[CH:17][CH:18]=2)[N:15]=[CH:14][N:13]=[C:12]3[NH:27][CH:28]2[CH2:33][CH2:32][C:31]([C:36]3[CH:37]=[CH:38][CH:39]=[CH:40][CH:41]=3)([C:34]#[N:35])[CH2:30][CH2:29]2)=[CH:4][CH:3]=1. (3) Given the reactants [Br:1][C:2]1[CH:3]=[C:4]([CH:9]=[C:10]([Br:14])[C:11]=1[CH2:12][OH:13])[C:5]([O:7][CH3:8])=[O:6].[Cl:15][C:16]1[CH:21]=[CH:20][CH:19]=[C:18]([Cl:22])[C:17]=1[N:23]=[C:24]=[O:25], predict the reaction product. The product is: [Br:1][C:2]1[CH:3]=[C:4]([CH:9]=[C:10]([Br:14])[C:11]=1[CH2:12][O:13][C:24]([NH:23][C:17]1[C:18]([Cl:22])=[CH:19][CH:20]=[CH:21][C:16]=1[Cl:15])=[O:25])[C:5]([O:7][CH3:8])=[O:6]. (4) Given the reactants [Cl:1][C:2]1[CH:7]=[CH:6][C:5]([C:8]2[C:12]3[CH2:13][N:14]([S:17]([CH3:20])(=[O:19])=[O:18])[CH2:15][CH2:16][C:11]=3[N:10]([CH2:21][CH2:22][CH2:23][N:24]3[CH2:29][CH2:28][O:27][CH2:26][CH2:25]3)[N:9]=2)=[CH:4][C:3]=1[C:30]#[C:31]OC(N1C(C([O-])=O)CC2C(=CC=CC=2)C1)=O.[CH3:48][O:49][C:50]([C@@H:52]1[CH2:61][C:60]2[C:55](=[CH:56][C:57](OS(C(F)(F)F)(=O)=O)=[CH:58][CH:59]=2)[CH2:54][N:53]1[C:70]([O:72][C:73]([CH3:76])([CH3:75])[CH3:74])=[O:71])=[O:51].IC1C=C2C(=CC=1)NC=C2, predict the reaction product. The product is: [Cl:1][C:2]1[CH:7]=[CH:6][C:5]([C:8]2[C:12]3[CH2:13][N:14]([S:17]([CH3:20])(=[O:19])=[O:18])[CH2:15][CH2:16][C:11]=3[N:10]([CH2:21][CH2:22][CH2:23][N:24]3[CH2:25][CH2:26][O:27][CH2:28][CH2:29]3)[N:9]=2)=[CH:4][C:3]=1[C:30]#[C:31][C:57]1[CH:56]=[C:55]2[C:60]([CH2:61][C@@H:52]([C:50]([O:49][CH3:48])=[O:51])[N:53]([C:70]([O:72][C:73]([CH3:75])([CH3:76])[CH3:74])=[O:71])[CH2:54]2)=[CH:59][CH:58]=1. (5) Given the reactants CC(C(OC)=O)C(OC)=O.C[N:12]1[C@@H:17]2[CH2:18][C:19]3C=CC(OC)=C4O[C@H:28]5[C@@H:29](O)[CH:30]=C[C@@H]2[C@:15]5(C=34)[CH2:14][CH2:13]1.[N+:33](C=CC1C=CC=CC=1)([O-])=O.Cl, predict the reaction product. The product is: [CH2:15]1[CH2:14][CH2:13][N:12]2[C:30](=[N:33][CH2:19][CH2:18][CH2:17]2)[CH2:29][CH2:28]1. (6) Given the reactants C(OC(=O)[NH:7][C@H:8]([C:14]([N:16]1[CH2:20][CH2:19][C:18]([F:22])([F:21])[CH2:17]1)=[O:15])[CH2:9][CH2:10][CH2:11][CH2:12][NH2:13])(C)(C)C.[CH3:24][C:25]1[C:26]([C:36]([Cl:38])=[O:37])=[N:27][N:28]([C:30]2[CH:35]=[CH:34][CH:33]=[CH:32][CH:31]=2)[N:29]=1, predict the reaction product. The product is: [ClH:38].[NH2:7][C@H:8]([C:14]([N:16]1[CH2:20][CH2:19][C:18]([F:21])([F:22])[CH2:17]1)=[O:15])[CH2:9][CH2:10][CH2:11][CH2:12][NH:13][C:36]([C:26]1[C:25]([CH3:24])=[N:29][N:28]([C:30]2[CH:35]=[CH:34][CH:33]=[CH:32][CH:31]=2)[N:27]=1)=[O:37]. (7) Given the reactants [NH:1]1[CH2:6][CH2:5][CH:4]([CH2:7][O:8][C:9]2[C:13]3[C:14]([O:18][CH:19]4[CH2:24][CH2:23][O:22][CH2:21][CH2:20]4)=[CH:15][CH:16]=[CH:17][C:12]=3[O:11][N:10]=2)[CH2:3][CH2:2]1.[CH:25]([C:27]1([C:33]([O:35][CH3:36])=[O:34])[CH2:32][CH2:31][O:30][CH2:29][CH2:28]1)=O.C(C1(C(OC)=O)CCC1)=O, predict the reaction product. The product is: [O:22]1[CH2:23][CH2:24][CH:19]([O:18][C:14]2[C:13]3[C:9]([O:8][CH2:7][CH:4]4[CH2:3][CH2:2][N:1]([CH2:25][C:27]5([C:33]([O:35][CH3:36])=[O:34])[CH2:32][CH2:31][O:30][CH2:29][CH2:28]5)[CH2:6][CH2:5]4)=[N:10][O:11][C:12]=3[CH:17]=[CH:16][CH:15]=2)[CH2:20][CH2:21]1.